Dataset: Reaction yield outcomes from USPTO patents with 853,638 reactions. Task: Predict the reaction yield, written as a fraction of the theoretical maximum amount of product (1.0 means a 100% yield; for example, 0.34 means a 34% yield). (1) The reactants are [F:1][C:2]1[CH:7]=[CH:6][C:5]([C:8]2[N:9]=[C:10]([CH:20]([CH3:22])[CH3:21])[NH:11][C:12]=2[C:13]2[CH:18]=[CH:17][CH:16]=[C:15]([CH3:19])[N:14]=2)=[CH:4][C:3]=1B1OC(C)(C)C(C)(C)O1.Br[C:33]1[CH:38]=[CH:37][C:36]([S:39]([F:42])(=[O:41])=[O:40])=[CH:35][CH:34]=1.C(=O)([O-])[O-].[Na+].[Na+].O. The catalyst is COCCOC.[Pd].C1(P(C2C=CC=CC=2)C2C=CC=CC=2)C=CC=CC=1.C1(P(C2C=CC=CC=2)C2C=CC=CC=2)C=CC=CC=1.C1(P(C2C=CC=CC=2)C2C=CC=CC=2)C=CC=CC=1.C1(P(C2C=CC=CC=2)C2C=CC=CC=2)C=CC=CC=1. The yield is 0.310. The product is [F:1][C:2]1[CH:7]=[CH:6][C:5]([C:8]2[N:9]=[C:10]([CH:20]([CH3:22])[CH3:21])[NH:11][C:12]=2[C:13]2[CH:18]=[CH:17][CH:16]=[C:15]([CH3:19])[N:14]=2)=[CH:4][C:3]=1[C:33]1[CH:38]=[CH:37][C:36]([S:39]([F:42])(=[O:41])=[O:40])=[CH:35][CH:34]=1. (2) The reactants are [CH:1]([C:4]1[CH:18]=[C:17]([O:19][CH3:20])[CH:16]=[CH:15][C:5]=1[O:6][C:7]1[C:8]([NH2:14])=[N:9][C:10]([NH2:13])=[N:11][CH:12]=1)([CH3:3])[CH3:2].[I:21]Cl.O.C([O-])(O)=O.[Na+]. The catalyst is C(O)(=O)C. The product is [I:21][C:16]1[C:17]([O:19][CH3:20])=[CH:18][C:4]([CH:1]([CH3:3])[CH3:2])=[C:5]([CH:15]=1)[O:6][C:7]1[C:8]([NH2:14])=[N:9][C:10]([NH2:13])=[N:11][CH:12]=1. The yield is 0.920. (3) The reactants are [F:1][C:2]1[CH:27]=[CH:26][C:5]2[C:6](=[O:25])[N:7]=[C:8]([C:10]3[CH:15]=[C:14]([CH2:16][CH2:17][C:18]([O:20]C(C)(C)C)=[O:19])[CH:13]=[CH:12][N:11]=3)[S:9][C:4]=2[CH:3]=1. The catalyst is FC(F)(F)C(O)=O. The product is [F:1][C:2]1[CH:27]=[CH:26][C:5]2[C:6](=[O:25])[N:7]=[C:8]([C:10]3[CH:15]=[C:14]([CH2:16][CH2:17][C:18]([OH:20])=[O:19])[CH:13]=[CH:12][N:11]=3)[S:9][C:4]=2[CH:3]=1. The yield is 0.710. (4) The reactants are Cl[C:2]1[CH:7]=[CH:6][N:5]=[C:4]([N:8]2[CH2:20][CH2:19][N:11]3[C:12]4[CH2:13][CH2:14][CH2:15][CH2:16][C:17]=4[CH:18]=[C:10]3[C:9]2=[O:21])[C:3]=1[C:22]1([OH:26])[CH2:25][O:24][CH2:23]1.[CH3:27][N:28]1[CH:33]=[C:32](B2OC(C)(C)C(C)(C)O2)[CH:31]=[C:30]([NH:43][C:44]2[CH:49]=[CH:48][C:47]([N:50]3[CH2:55][CH2:54][N:53]([CH:56]4[CH2:59][O:58][CH2:57]4)[CH2:52][C@@H:51]3[CH3:60])=[CH:46][N:45]=2)[C:29]1=[O:61].[O-]P([O-])([O-])=O.[K+].[K+].[K+]. The catalyst is CC#N.C1C=CC(P(C2C=CC=CC=2)[C-]2C=CC=C2)=CC=1.C1C=CC(P(C2C=CC=CC=2)[C-]2C=CC=C2)=CC=1.Cl[Pd]Cl.[Fe+2]. The product is [OH:26][C:22]1([C:3]2[C:4]([N:8]3[CH2:20][CH2:19][N:11]4[C:12]5[CH2:13][CH2:14][CH2:15][CH2:16][C:17]=5[CH:18]=[C:10]4[C:9]3=[O:21])=[N:5][CH:6]=[CH:7][C:2]=2[C:32]2[CH:31]=[C:30]([NH:43][C:44]3[CH:49]=[CH:48][C:47]([N:50]4[CH2:55][CH2:54][N:53]([CH:56]5[CH2:57][O:58][CH2:59]5)[CH2:52][C@@H:51]4[CH3:60])=[CH:46][N:45]=3)[C:29](=[O:61])[N:28]([CH3:27])[CH:33]=2)[CH2:23][O:24][CH2:25]1. The yield is 0.200.